Dataset: Full USPTO retrosynthesis dataset with 1.9M reactions from patents (1976-2016). Task: Predict the reactants needed to synthesize the given product. (1) Given the product [CH:1]1([N:5]2[CH2:10][CH2:9][C:8]3([CH2:11][CH2:12][N:13]([C:16]4[CH:21]=[CH:20][C:19]([C:32]5[CH:33]=[N:34][C:35]6[N:36]([CH:38]=[CH:39][N:40]=6)[CH:37]=5)=[CH:18][CH:17]=4)[CH2:14][CH2:15]3)[CH2:7][CH2:6]2)[CH2:4][CH2:3][CH2:2]1, predict the reactants needed to synthesize it. The reactants are: [CH:1]1([N:5]2[CH2:10][CH2:9][C:8]3([CH2:15][CH2:14][N:13]([C:16]4[CH:21]=[CH:20][C:19](B5OC(C)(C)C(C)(C)O5)=[CH:18][CH:17]=4)[CH2:12][CH2:11]3)[CH2:7][CH2:6]2)[CH2:4][CH2:3][CH2:2]1.Br[C:32]1[CH:33]=[N:34][C:35]2[N:36]([CH:38]=[CH:39][N:40]=2)[CH:37]=1.C([O-])([O-])=O.[K+].[K+]. (2) Given the product [Br:8][C:3]1[C:4]([CH3:7])=[N:5][O:6][C:2]=1[NH:1][S:16]([C:12]1[S:11][CH:15]=[CH:14][CH:13]=1)(=[O:18])=[O:17], predict the reactants needed to synthesize it. The reactants are: [NH2:1][C:2]1[O:6][N:5]=[C:4]([CH3:7])[C:3]=1[Br:8].[H-].[Na+].[S:11]1[CH:15]=[CH:14][CH:13]=[C:12]1[S:16](Cl)(=[O:18])=[O:17].